This data is from Forward reaction prediction with 1.9M reactions from USPTO patents (1976-2016). The task is: Predict the product of the given reaction. The product is: [CH3:25][O:24][C:7]1[CH:6]=[CH:5][C:4]2[N:3]=[C:2]([NH:36][C:35]3[CH:34]=[CH:33][C:32]([N:29]4[CH2:30][CH2:31][S:26][CH2:27][CH2:28]4)=[CH:38][CH:37]=3)[C:11]3[NH:12][N:13]=[CH:14][C:10]=3[C:9]=2[CH:8]=1. Given the reactants Cl[C:2]1[C:11]2=[N:12][N:13](CC3C=CC(OC)=CC=3)[CH:14]=[C:10]2[C:9]2[CH:8]=[C:7]([O:24][CH3:25])[CH:6]=[CH:5][C:4]=2[N:3]=1.[S:26]1[CH2:31][CH2:30][N:29]([C:32]2[CH:38]=[CH:37][C:35]([NH2:36])=[CH:34][CH:33]=2)[CH2:28][CH2:27]1.Cl, predict the reaction product.